Dataset: Peptide-MHC class I binding affinity with 185,985 pairs from IEDB/IMGT. Task: Regression. Given a peptide amino acid sequence and an MHC pseudo amino acid sequence, predict their binding affinity value. This is MHC class I binding data. (1) The peptide sequence is TLREYARL. The MHC is H-2-Db with pseudo-sequence H-2-Db. The binding affinity (normalized) is 0. (2) The peptide sequence is LDLVLLNLL. The MHC is HLA-B40:02 with pseudo-sequence HLA-B40:02. The binding affinity (normalized) is 0.641. (3) The peptide sequence is CTFMIITSTK. The MHC is HLA-A02:03 with pseudo-sequence HLA-A02:03. The binding affinity (normalized) is 0.184. (4) The peptide sequence is ELVNQIIEQL. The MHC is HLA-A02:06 with pseudo-sequence HLA-A02:06. The binding affinity (normalized) is 0. (5) The peptide sequence is FQPQNGQVI. The MHC is H-2-Db with pseudo-sequence H-2-Db. The binding affinity (normalized) is 0.188. (6) The peptide sequence is EGNVYVKF. The MHC is Mamu-B52 with pseudo-sequence Mamu-B52. The binding affinity (normalized) is 0.687. (7) The peptide sequence is FPQGKAREF. The MHC is HLA-B45:01 with pseudo-sequence HLA-B45:01. The binding affinity (normalized) is 0.0747. (8) The peptide sequence is VQRTRCKYV. The MHC is HLA-A02:01 with pseudo-sequence HLA-A02:01. The binding affinity (normalized) is 0. (9) The peptide sequence is RPAEEATSL. The MHC is HLA-B35:01 with pseudo-sequence HLA-B35:01. The binding affinity (normalized) is 0.424.